Task: Predict the reactants needed to synthesize the given product.. Dataset: Full USPTO retrosynthesis dataset with 1.9M reactions from patents (1976-2016) (1) Given the product [CH:15]1[C:24]2[C:19](=[CH:20][CH:21]=[CH:22][CH:23]=2)[CH:18]=[CH:17][C:16]=1[S:25]([NH:1][CH:2]([C:7]1[CH:12]=[CH:11][CH:10]=[CH:9][CH:8]=1)[CH2:3][C:4]([OH:6])=[O:5])(=[O:26])=[O:27], predict the reactants needed to synthesize it. The reactants are: [NH2:1][CH:2]([C:7]1[CH:12]=[CH:11][CH:10]=[CH:9][CH:8]=1)[CH2:3][C:4]([OH:6])=[O:5].[OH-].[Na+].[CH:15]1[C:24]2[C:19](=[CH:20][CH:21]=[CH:22][CH:23]=2)[CH:18]=[CH:17][C:16]=1[S:25](Cl)(=[O:27])=[O:26]. (2) Given the product [N:1]1([CH2:4][C:5]2[C:9]([C:10]3[CH:14]=[CH:13][S:12][CH:11]=3)=[C:8]([C:15]3[CH:20]=[C:19]([CH:21]([CH3:23])[CH3:22])[C:18]([O:24][CH2:25][C:26]4[CH:27]=[CH:28][CH:29]=[CH:30][CH:31]=4)=[CH:17][C:16]=3[O:32][CH2:33][C:34]3[CH:39]=[CH:38][CH:37]=[CH:36][CH:35]=3)[O:7][N:6]=2)[CH:41]=[CH:40][N:3]=[N:2]1, predict the reactants needed to synthesize it. The reactants are: [N:1]([CH2:4][C:5]1[C:9]([C:10]2[CH:14]=[CH:13][S:12][CH:11]=2)=[C:8]([C:15]2[CH:20]=[C:19]([CH:21]([CH3:23])[CH3:22])[C:18]([O:24][CH2:25][C:26]3[CH:31]=[CH:30][CH:29]=[CH:28][CH:27]=3)=[CH:17][C:16]=2[O:32][CH2:33][C:34]2[CH:39]=[CH:38][CH:37]=[CH:36][CH:35]=2)[O:7][N:6]=1)=[N+:2]=[N-:3].[C:40](OC=C)(=O)[CH3:41]. (3) Given the product [N+:1]([C:4]1[CH:11]=[C:10]([C:22]2[CH:27]=[CH:26][CH:25]=[CH:24][N:23]=2)[CH:9]=[CH:8][C:5]=1[CH:6]=[O:7])([O-:3])=[O:2], predict the reactants needed to synthesize it. The reactants are: [N+:1]([C:4]1[CH:11]=[C:10](B2OC(C)(C)C(C)(C)O2)[CH:9]=[CH:8][C:5]=1[CH:6]=[O:7])([O-:3])=[O:2].Br[C:22]1[CH:27]=[CH:26][CH:25]=[CH:24][N:23]=1. (4) Given the product [NH2:26][C@H:23]1[CH2:24][CH2:25][C@H:20]([N:8]2[C:7](=[O:34])[NH:6][C:5]3[C:9]2=[N:10][C:11]([C:13]2[CH:18]=[CH:17][CH:16]=[C:15]([OH:19])[CH:14]=2)=[N:12][C:4]=3[C:1]([NH2:2])=[O:3])[CH2:21][CH2:22]1, predict the reactants needed to synthesize it. The reactants are: [C:1]([C:4]1[N:12]=[C:11]([C:13]2[CH:18]=[CH:17][CH:16]=[C:15]([OH:19])[CH:14]=2)[N:10]=[C:9]2[C:5]=1[NH:6][C:7](=[O:34])[N:8]2[C@H:20]1[CH2:25][CH2:24][C@H:23]([NH:26]C(=O)OC(C)(C)C)[CH2:22][CH2:21]1)(=[O:3])[NH2:2].C(OC(N[C@H]1CC[C@H](N2C(=O)NC3C2=NC(C2C=CC=C(O)C=2)=NC=3C(OCC)=O)CC1)=O)(C)(C)C.N. (5) Given the product [CH3:13][O:12][C:9]1[CH:10]=[CH:11][C:6]2[O:5][C:2]([CH3:14])([CH3:1])[CH:3]=[CH:4][C:7]=2[CH:8]=1, predict the reactants needed to synthesize it. The reactants are: [CH3:1][C:2]([CH3:14])([O:5][C:6]1[CH:11]=[CH:10][C:9]([O:12][CH3:13])=[CH:8][CH:7]=1)[CH:3]=[CH2:4].